Dataset: Full USPTO retrosynthesis dataset with 1.9M reactions from patents (1976-2016). Task: Predict the reactants needed to synthesize the given product. (1) Given the product [NH2:23][C:20]1[CH:21]=[C:22]2[C:14]([CH:11]3[CH2:10][CH2:9][N:8]([C:6]([CH:1]4[CH2:2][CH2:3][CH2:4][CH2:5]4)=[O:7])[CH2:13][CH2:12]3)=[CH:15][N:16]([CH3:26])[C:17]2=[CH:18][N:19]=1, predict the reactants needed to synthesize it. The reactants are: [CH:1]1([C:6]([N:8]2[CH2:13][CH:12]=[C:11]([C:14]3[C:22]4[C:17](=[CH:18][N:19]=[C:20]([NH:23]C=O)[CH:21]=4)[N:16]([CH3:26])[CH:15]=3)[CH2:10][CH2:9]2)=[O:7])[CH2:5][CH2:4][CH2:3][CH2:2]1.C([O-])=O.[NH4+].Cl.[OH-].[Na+]. (2) Given the product [ClH:31].[NH2:14][CH:15]([C@H:21]([CH2:28][O:29][CH3:30])[CH2:22][CH2:23][CH2:24][CH2:25][CH:26]=[CH2:27])[C:16]([O:18][CH2:19][CH3:20])=[O:17], predict the reactants needed to synthesize it. The reactants are: C1(C(=[N:14][CH:15]([C@H:21]([CH2:28][O:29][CH3:30])[CH2:22][CH2:23][CH2:24][CH2:25][CH:26]=[CH2:27])[C:16]([O:18][CH2:19][CH3:20])=[O:17])C2C=CC=CC=2)C=CC=CC=1.[ClH:31]. (3) Given the product [O-:24][N+:1]1[CH:6]=[CH:5][CH:4]=[CH:3][C:2]=1[CH2:7][CH2:8][C:9]([O:11][C:12]([CH3:15])([CH3:14])[CH3:13])=[O:10], predict the reactants needed to synthesize it. The reactants are: [N:1]1[CH:6]=[CH:5][CH:4]=[CH:3][C:2]=1[CH2:7][CH2:8][C:9]([O:11][C:12]([CH3:15])([CH3:14])[CH3:13])=[O:10].ClC1C=CC=C(C(OO)=[O:24])C=1. (4) Given the product [OH:3][C:19]1[C:20]([C:22]2[CH:27]=[CH:26][CH:25]=[CH:24][CH:23]=2)=[N:4][C:14]2[C:9]([C:7]=1[C:5]([OH:6])=[O:28])=[CH:10][CH:11]=[CH:12][CH:13]=2, predict the reactants needed to synthesize it. The reactants are: O[Li].[OH2:3].[NH:4]1[C:14]2[C:9](=[CH:10][CH:11]=[CH:12][CH:13]=2)[C:7](=O)[C:5]1=[O:6].C(O[CH2:19][C:20]([C:22]1[CH:27]=[CH:26][CH:25]=[CH:24][CH:23]=1)=O)(=O)C.[OH2:28]. (5) Given the product [Cl:33][C:30]1[CH:31]=[CH:32][C:27]([S:24]([N:11]([CH2:10][C:7]2[CH:8]=[CH:9][C:4]([C:3]([OH:35])=[O:2])=[CH:5][C:6]=2[F:34])[CH:12]2[CH2:18][CH:17]([C:19]([F:21])([F:20])[F:22])[CH2:16][CH2:15][NH:14][C:13]2=[O:23])(=[O:26])=[O:25])=[CH:28][CH:29]=1, predict the reactants needed to synthesize it. The reactants are: C[O:2][C:3](=[O:35])[C:4]1[CH:9]=[CH:8][C:7]([CH2:10][N:11]([S:24]([C:27]2[CH:32]=[CH:31][C:30]([Cl:33])=[CH:29][CH:28]=2)(=[O:26])=[O:25])[CH:12]2[CH2:18][CH:17]([C:19]([F:22])([F:21])[F:20])[CH2:16][CH2:15][NH:14][C:13]2=[O:23])=[C:6]([F:34])[CH:5]=1.[OH-].[Na+]. (6) Given the product [NH2:1][C:2]1[N:7]=[C:6]([C:8]2[CH:9]=[N:10][C:11]([C:14]([F:17])([F:16])[F:15])=[CH:12][CH:13]=2)[N:5]=[C:4]([C:18]([OH:20])=[O:19])[C:3]=1[O:22][CH3:23], predict the reactants needed to synthesize it. The reactants are: [NH2:1][C:2]1[N:7]=[C:6]([C:8]2[CH:9]=[N:10][C:11]([C:14]([F:17])([F:16])[F:15])=[CH:12][CH:13]=2)[N:5]=[C:4]([C:18]([O:20]C)=[O:19])[C:3]=1[O:22][CH3:23].[Li+].[OH-]. (7) Given the product [C:1]([O:5][C:6]([N:8]1[CH2:9][CH2:10][CH:11]([CH2:14][O:15][C:27]2[CH:37]=[CH:36][C:30]([C:31]([O:33][CH2:34][CH3:35])=[O:32])=[CH:29][C:28]=2[O:38][CH3:39])[CH2:12][CH2:13]1)=[O:7])([CH3:2])([CH3:3])[CH3:4], predict the reactants needed to synthesize it. The reactants are: [C:1]([O:5][C:6]([N:8]1[CH2:13][CH2:12][CH:11]([CH2:14][O:15]S(C2C=CC(C)=CC=2)(=O)=O)[CH2:10][CH2:9]1)=[O:7])([CH3:4])([CH3:3])[CH3:2].O[C:27]1[CH:37]=[CH:36][C:30]([C:31]([O:33][CH2:34][CH3:35])=[O:32])=[CH:29][C:28]=1[O:38][CH3:39].C(=O)([O-])[O-].[K+].[K+].